This data is from Reaction yield outcomes from USPTO patents with 853,638 reactions. The task is: Predict the reaction yield, written as a fraction of the theoretical maximum amount of product (1.0 means a 100% yield; for example, 0.34 means a 34% yield). (1) The reactants are [OH:1][CH2:2][CH:3]1[CH2:8][CH2:7][CH2:6][N:5]([C:9]([O:11][C:12]([CH3:15])([CH3:14])[CH3:13])=[O:10])[CH2:4]1.[C:16]1([CH3:26])[CH:21]=[CH:20][C:19]([S:22](O)(=[O:24])=[O:23])=[CH:18][CH:17]=1. The catalyst is N1C=CC=CC=1. The product is [C:12]([O:11][C:9]([N:5]1[CH2:6][CH2:7][CH2:8][CH:3]([CH2:2][O:1][S:22]([C:19]2[CH:20]=[CH:21][C:16]([CH3:26])=[CH:17][CH:18]=2)(=[O:24])=[O:23])[CH2:4]1)=[O:10])([CH3:15])([CH3:14])[CH3:13]. The yield is 1.00. (2) The reactants are [CH2:1]([O:3][C:4]([C:6]1[CH:7]=[C:8]2[C:13](=[CH:14][CH:15]=1)[NH:12][CH:11]([C:16]1[CH:21]=[C:20]([CH3:22])[CH:19]=[C:18]([Br:23])[CH:17]=1)[C:10]([CH3:25])([CH3:24])[CH:9]2O)=[O:5])[CH3:2].C([SiH](CC)CC)C. The catalyst is FC(F)(F)C(O)=O. The product is [CH2:1]([O:3][C:4]([C:6]1[CH:7]=[C:8]2[C:13](=[CH:14][CH:15]=1)[NH:12][CH:11]([C:16]1[CH:21]=[C:20]([CH3:22])[CH:19]=[C:18]([Br:23])[CH:17]=1)[C:10]([CH3:24])([CH3:25])[CH2:9]2)=[O:5])[CH3:2]. The yield is 0.420. (3) The reactants are [CH3:1][O:2][C:3]([C:5]1[NH:25][C:8]2=[N:9][CH:10]=[C:11]([NH:13][CH2:14][C:15]3[CH:20]=[C:19]([N+:21]([O-])=O)[CH:18]=[CH:17][C:16]=3[CH3:24])[CH:12]=[C:7]2[CH:6]=1)=[O:4].Cl. The catalyst is [Pd].CO. The product is [CH3:1][O:2][C:3]([C:5]1[NH:25][C:8]2=[N:9][CH:10]=[C:11]([NH:13][CH2:14][C:15]3[CH:20]=[C:19]([NH2:21])[CH:18]=[CH:17][C:16]=3[CH3:24])[CH:12]=[C:7]2[CH:6]=1)=[O:4]. The yield is 0.960. (4) The product is [Cl:1][C:2]1[CH:3]=[CH:4][C:5]([O:10][CH2:21][CH:20]([O:23][CH2:24][CH3:25])[O:19][CH2:17][CH3:18])=[C:6]([CH:9]=1)[CH:7]=[O:8]. The catalyst is CN(C=O)C. The reactants are [Cl:1][C:2]1[CH:3]=[CH:4][C:5]([OH:10])=[C:6]([CH:9]=1)[CH:7]=[O:8].C([O-])([O-])=O.[K+].[K+].[CH2:17]([O:19][CH:20]([O:23][CH2:24][CH3:25])[CH2:21]Br)[CH3:18]. The yield is 0.380.